Task: Predict the product of the given reaction.. Dataset: Forward reaction prediction with 1.9M reactions from USPTO patents (1976-2016) (1) Given the reactants [Cl:1][C:2]1[N:6]2[C:7]3[CH:28]=[CH:27][C:26]([Cl:29])=[CH:25][C:8]=3[C@@H:9]([C:15]3[CH:20]=[CH:19][CH:18]=[C:17]([O:21][CH3:22])[C:16]=3[O:23][CH3:24])[S:10][C@H:11]([CH2:12][CH2:13]O)[C:5]2=[N:4][C:3]=1[Cl:30].C1(P(C2C=CC=CC=2)C2C=CC=CC=2)C=CC=CC=1.[N:50]1[NH:51][N:52]=[N:53][C:54]=1[CH2:55][C:56]([O:58][CH2:59][CH3:60])=[O:57].C1(C)C=CC=CC=1, predict the reaction product. The product is: [Cl:1][C:2]1[N:6]2[C:7]3[CH:28]=[CH:27][C:26]([Cl:29])=[CH:25][C:8]=3[C@@H:9]([C:15]3[CH:20]=[CH:19][CH:18]=[C:17]([O:21][CH3:22])[C:16]=3[O:23][CH3:24])[S:10][C@H:11]([CH2:12][CH2:13][N:51]3[N:52]=[N:53][C:54]([CH2:55][C:56]([O:58][CH2:59][CH3:60])=[O:57])=[N:50]3)[C:5]2=[N:4][C:3]=1[Cl:30]. (2) Given the reactants [N:1]1([CH2:6][CH2:7][N:8]2[C:16]3[C:11](=[CH:12][CH:13]=[CH:14][CH:15]=3)[C:10]([C:17]3[O:21][N:20]=[C:19]([CH2:22][NH:23]C(=O)OC(C)(C)C)[N:18]=3)=[N:9]2)[CH:5]=[CH:4][N:3]=[CH:2]1.FC(F)(F)C(O)=O.C([SiH](C(C)C)C(C)C)(C)C, predict the reaction product. The product is: [N:1]1([CH2:6][CH2:7][N:8]2[C:16]3[C:11](=[CH:12][CH:13]=[CH:14][CH:15]=3)[C:10]([C:17]3[O:21][N:20]=[C:19]([CH2:22][NH2:23])[N:18]=3)=[N:9]2)[CH:5]=[CH:4][N:3]=[CH:2]1. (3) Given the reactants CN1[C:6](=[O:7])[CH2:5][CH2:4][CH2:3]1.[C:8]1([OH:14])[CH:13]=[CH:12][CH:11]=[CH:10][CH:9]=1.Br[C:16]1[CH:17]=[C:18]([N:23]2[C:35]3[CH:34]=[CH:33][CH:32]=[CH:31][C:30]=3[C:29]3[C:24]2=[CH:25][CH:26]=[CH:27][CH:28]=3)[CH:19]=[C:20](Br)[CH:21]=1.C(=O)([O-])[O-].[K+].[K+].[C:42]1(C)C=CC=C[CH:43]=1, predict the reaction product. The product is: [O:14]([C:16]1[CH:17]=[C:18]([N:23]2[C:35]3[CH:34]=[CH:33][CH:32]=[CH:31][C:30]=3[C:29]3[C:24]2=[CH:25][CH:26]=[CH:27][CH:28]=3)[CH:19]=[C:20]([O:7][C:6]2[CH:43]=[CH:42][CH:3]=[CH:4][CH:5]=2)[CH:21]=1)[C:8]1[CH:13]=[CH:12][CH:11]=[CH:10][CH:9]=1. (4) Given the reactants C1C=C(Cl)C=C(C(OO)=[O:9])C=1.[CH3:12][O:13][C:14]1[CH:19]=[C:18]([N+:20]([O-:22])=[O:21])[CH:17]=[CH:16][C:15]=1[S:23][CH2:24][CH2:25][O:26][CH2:27][CH2:28][O:29][CH2:30][CH2:31][O:32][CH3:33], predict the reaction product. The product is: [CH3:12][O:13][C:14]1[CH:19]=[C:18]([N+:20]([O-:22])=[O:21])[CH:17]=[CH:16][C:15]=1[S:23]([CH2:24][CH2:25][O:26][CH2:27][CH2:28][O:29][CH2:30][CH2:31][O:32][CH3:33])=[O:9]. (5) Given the reactants Br[C:2]1[CH:16]=[CH:15][CH:14]=[CH:13][C:3]=1[CH2:4][O:5][Si:6]([C:9]([CH3:12])([CH3:11])[CH3:10])([CH3:8])[CH3:7].[Cl:17][C:18]1[N:19]=[C:20]2[CH:25]=[CH:24][C:23](B3OC(C)(C)C(C)(C)O3)=[CH:22][N:21]2[CH:35]=1.C(=O)([O-])[O-].[Cs+].[Cs+], predict the reaction product. The product is: [Si:6]([O:5][CH2:4][C:3]1[CH:13]=[CH:14][CH:15]=[CH:16][C:2]=1[C:35]1[N:21]2[CH:22]=[CH:23][CH:24]=[CH:25][C:20]2=[N:19][C:18]=1[Cl:17])([C:9]([CH3:12])([CH3:11])[CH3:10])([CH3:8])[CH3:7]. (6) Given the reactants [CH3:1][C:2]1[CH:3]=[C:4]2[C:8](=[CH:9][CH:10]=1)[NH:7][CH:6]=[CH:5]2.N1C=CC=CC=1.[Cl:17][C:18]([Cl:23])([Cl:22])[C:19](Cl)=[O:20], predict the reaction product. The product is: [Cl:17][C:18]([Cl:23])([Cl:22])[C:19]([C:5]1[C:4]2[C:8](=[CH:9][CH:10]=[C:2]([CH3:1])[CH:3]=2)[NH:7][CH:6]=1)=[O:20]. (7) Given the reactants C(OC(=O)[NH:7][CH:8]1[CH2:13][CH2:12][N:11]([CH2:14][CH2:15][N:16]2[C:21]3[CH:22]=[C:23]([C:26](=[O:28])[CH3:27])[CH:24]=[CH:25][C:20]=3[O:19][CH2:18][C:17]2=[O:29])[CH2:10][CH2:9]1)(C)(C)C.NC1CCN(CCN2C3C(=CC=C(C#N)C=3)C=CC2=O)CC1, predict the reaction product. The product is: [C:26]([C:23]1[CH:24]=[CH:25][C:20]2[O:19][CH2:18][C:17](=[O:29])[N:16]([CH2:15][CH2:14][N:11]3[CH2:10][CH2:9][CH:8]([NH2:7])[CH2:13][CH2:12]3)[C:21]=2[CH:22]=1)(=[O:28])[CH3:27]. (8) Given the reactants [C:1]([O:5][C:6]([N:8]1[CH2:13][CH2:12][C@@H:11]([NH:14]CC2C=CC=CC=2)[C@H:10]([F:22])[CH2:9]1)=[O:7])([CH3:4])([CH3:3])[CH3:2].C([O-])=O.[NH4+], predict the reaction product. The product is: [C:1]([O:5][C:6]([N:8]1[CH2:13][CH2:12][C@@H:11]([NH2:14])[C@H:10]([F:22])[CH2:9]1)=[O:7])([CH3:4])([CH3:2])[CH3:3]. (9) Given the reactants Cl.[F:2][C:3]1[CH:21]=[CH:20][CH:19]=[CH:18][C:4]=1[O:5][C:6]1[CH:7]=[N:8][C:9]([N:12]2[CH2:17][CH2:16][NH:15][CH2:14][CH2:13]2)=[N:10][CH:11]=1.Cl[C:23]1[N:28]=[CH:27][N:26]=[C:25]([NH:29][C:30]2[CH:31]=[N:32][N:33]([CH2:35][C@H:36]3[O:41][CH2:40][CH2:39][N:38]([C:42]([O:44][C:45]([CH3:48])([CH3:47])[CH3:46])=[O:43])[CH2:37]3)[CH:34]=2)[N:24]=1.C(N(C(C)C)CC)(C)C, predict the reaction product. The product is: [F:2][C:3]1[CH:21]=[CH:20][CH:19]=[CH:18][C:4]=1[O:5][C:6]1[CH:7]=[N:8][C:9]([N:12]2[CH2:13][CH2:14][N:15]([C:23]3[N:28]=[CH:27][N:26]=[C:25]([NH:29][C:30]4[CH:31]=[N:32][N:33]([CH2:35][C@H:36]5[O:41][CH2:40][CH2:39][N:38]([C:42]([O:44][C:45]([CH3:48])([CH3:47])[CH3:46])=[O:43])[CH2:37]5)[CH:34]=4)[N:24]=3)[CH2:16][CH2:17]2)=[N:10][CH:11]=1. (10) Given the reactants [CH:1]1([CH2:7][N:8]2[C:15]([NH2:16])=[C:14]([NH2:17])[C:12](=[O:13])[N:11]([CH2:18][CH:19]3[CH2:24][CH2:23][CH2:22][CH2:21][CH2:20]3)[C:9]2=[O:10])[CH2:6][CH2:5][CH2:4][CH2:3][CH2:2]1.NC1N(CC2CCCCC2)C(=O)N(CC2CCCCC2)C(=O)C=1N=O.O.[CH:51]([C:53]1[CH:63]=[CH:62][C:56]([CH:57]=[CH:58][C:59]([OH:61])=[O:60])=[CH:55][CH:54]=1)=O, predict the reaction product. The product is: [CH:19]1([CH2:18][N:11]2[C:12](=[O:13])[C:14]3[N:17]=[C:51]([C:53]4[CH:63]=[CH:62][C:56](/[CH:57]=[CH:58]/[C:59]([OH:61])=[O:60])=[CH:55][CH:54]=4)[NH:16][C:15]=3[N:8]([CH2:7][CH:1]3[CH2:2][CH2:3][CH2:4][CH2:5][CH2:6]3)[C:9]2=[O:10])[CH2:24][CH2:23][CH2:22][CH2:21][CH2:20]1.